The task is: Predict the reactants needed to synthesize the given product.. This data is from Full USPTO retrosynthesis dataset with 1.9M reactions from patents (1976-2016). (1) Given the product [CH:1]1([O:4][C:5]2[CH:6]=[CH:7][C:8]([C:9]([N:11]([CH2:15][C:16]3[CH:31]=[CH:30][CH:29]=[CH:28][C:17]=3[O:18][CH2:19][CH2:20][CH2:21][CH2:22][CH2:23][C:24]([OH:26])=[O:25])[CH:12]([CH3:14])[CH3:13])=[O:10])=[CH:32][CH:33]=2)[CH2:2][CH2:3]1, predict the reactants needed to synthesize it. The reactants are: [CH:1]1([O:4][C:5]2[CH:33]=[CH:32][C:8]([C:9]([N:11]([CH2:15][C:16]3[CH:31]=[CH:30][CH:29]=[CH:28][C:17]=3[O:18][CH2:19][CH2:20][CH2:21][CH2:22][CH2:23][C:24]([O:26]C)=[O:25])[CH:12]([CH3:14])[CH3:13])=[O:10])=[CH:7][CH:6]=2)[CH2:3][CH2:2]1.O.[OH-].[Li+].Cl. (2) The reactants are: Br[C:2]1[N:3]([CH2:9][O:10][CH2:11][CH2:12][Si:13]([CH3:16])([CH3:15])[CH3:14])[C:4]([Cl:8])=[C:5]([Cl:7])[N:6]=1.[F:17][C:18]([F:32])([F:31])[C:19]1[C:20]([N:25]2[CH2:30][CH2:29][NH:28][CH2:27][CH2:26]2)=[N:21][CH:22]=[CH:23][CH:24]=1. Given the product [Cl:7][C:5]1[N:6]=[C:2]([N:28]2[CH2:29][CH2:30][N:25]([C:20]3[C:19]([C:18]([F:32])([F:17])[F:31])=[CH:24][CH:23]=[CH:22][N:21]=3)[CH2:26][CH2:27]2)[N:3]([CH2:9][O:10][CH2:11][CH2:12][Si:13]([CH3:16])([CH3:15])[CH3:14])[C:4]=1[Cl:8], predict the reactants needed to synthesize it. (3) Given the product [S:20]=[C:21]1[CH:26]=[CH:25][CH:24]=[CH:23][N:22]1[CH2:2][C:3]1[CH:8]=[CH:7][C:6]([O:9][C:10](=[O:19])[N:11]([CH3:18])[C:12]2[CH:17]=[CH:16][CH:15]=[CH:14][CH:13]=2)=[CH:5][CH:4]=1, predict the reactants needed to synthesize it. The reactants are: O[CH2:2][C:3]1[CH:8]=[CH:7][C:6]([O:9][C:10](=[O:19])[N:11]([CH3:18])[C:12]2[CH:17]=[CH:16][CH:15]=[CH:14][CH:13]=2)=[CH:5][CH:4]=1.[SH:20][C:21]1[CH:26]=[CH:25][CH:24]=[CH:23][N:22]=1. (4) Given the product [Cl:5][C:6]1[CH:11]=[C:10]([C:12](=[N:1][OH:3])[C:13]([C:15]2[CH:20]=[CH:19][C:18]([F:21])=[CH:17][CH:16]=2)=[O:14])[CH:9]=[CH:8][N:7]=1, predict the reactants needed to synthesize it. The reactants are: [N:1]([O-:3])=O.[Na+].[Cl:5][C:6]1[CH:11]=[C:10]([CH2:12][C:13]([C:15]2[CH:20]=[CH:19][C:18]([F:21])=[CH:17][CH:16]=2)=[O:14])[CH:9]=[CH:8][N:7]=1. (5) Given the product [CH3:1][C:2]1[C:10]([N+:15]([O-:17])=[O:16])=[CH:9][C:8]([C:11]([F:12])([F:13])[F:14])=[CH:7][C:3]=1[C:4]([OH:6])=[O:5], predict the reactants needed to synthesize it. The reactants are: [CH3:1][C:2]1[CH:10]=[CH:9][C:8]([C:11]([F:14])([F:13])[F:12])=[CH:7][C:3]=1[C:4]([OH:6])=[O:5].[N+:15]([O-])([OH:17])=[O:16].O. (6) Given the product [CH2:9]([C@H:16]1[CH2:20][N:19]([C:5](=[O:7])[CH2:4][CH:3]([OH:2])[CH3:8])[C@H:18]([C:21]([NH:23][C:24]2[CH:29]=[CH:28][C:27]([O:30][C:31]3[CH:32]=[CH:33][C:34]([F:37])=[CH:35][CH:36]=3)=[CH:26][CH:25]=2)=[O:22])[CH2:17]1)[C:10]1[CH:11]=[CH:12][CH:13]=[CH:14][CH:15]=1, predict the reactants needed to synthesize it. The reactants are: Cl.[OH:2][CH:3]([CH3:8])[CH2:4][C:5]([OH:7])=O.[CH2:9]([C@H:16]1[CH2:20][NH:19][C@H:18]([C:21]([NH:23][C:24]2[CH:29]=[CH:28][C:27]([O:30][C:31]3[CH:36]=[CH:35][C:34]([F:37])=[CH:33][CH:32]=3)=[CH:26][CH:25]=2)=[O:22])[CH2:17]1)[C:10]1[CH:15]=[CH:14][CH:13]=[CH:12][CH:11]=1. (7) The reactants are: Cl.[CH:2]([NH2:4])=[NH:3].C[O-].[Na+].[C:8]([CH2:13][C:14](OCC)=[O:15])(=O)[CH:9]([CH3:11])[CH3:10].S(=O)(=O)(O)O. Given the product [OH:15][C:14]1[CH:13]=[C:8]([CH:9]([CH3:11])[CH3:10])[N:4]=[CH:2][N:3]=1, predict the reactants needed to synthesize it.